From a dataset of Full USPTO retrosynthesis dataset with 1.9M reactions from patents (1976-2016). Predict the reactants needed to synthesize the given product. (1) Given the product [O:2]1[C:6]2([CH2:11][CH2:10][CH:9]([CH:12]([NH:15][C:16](=[O:18])[CH3:17])[CH2:13][CH3:14])[CH2:8][CH2:7]2)[O:5][CH2:4][CH2:3]1, predict the reactants needed to synthesize it. The reactants are: Cl.[O:2]1[C:6]2([CH2:11][CH2:10][CH:9]([CH:12]([NH2:15])[CH2:13][CH3:14])[CH2:8][CH2:7]2)[O:5][CH2:4][CH2:3]1.[C:16](Cl)(=[O:18])[CH3:17]. (2) Given the product [CH3:28][C:25]1[CH:26]=[CH:27][C:22]([C:21]([NH:20][C:18]2[S:19][C:10]3[CH:11]=[CH:12][C:13]([N+:14]([O-:16])=[O:15])=[CH:8][C:9]=3[N:17]=2)=[O:29])=[CH:23][CH:24]=1, predict the reactants needed to synthesize it. The reactants are: CC(C)([O-])C.[K+].F[C:8]1[C:13]([N+:14]([O-:16])=[O:15])=[CH:12][CH:11]=[CH:10][C:9]=1[NH:17][C:18]([NH:20][C:21](=[O:29])[C:22]1[CH:27]=[CH:26][C:25]([CH3:28])=[CH:24][CH:23]=1)=[S:19].Cl. (3) Given the product [O:14]1[CH2:1][CH:2]1[C:3]1[CH:4]=[CH:5][C:6]([S:9]([NH2:12])(=[O:11])=[O:10])=[CH:7][CH:8]=1, predict the reactants needed to synthesize it. The reactants are: [CH2:1]=[CH:2][C:3]1[CH:8]=[CH:7][C:6]([S:9]([NH2:12])(=[O:11])=[O:10])=[CH:5][CH:4]=1.C(=O)([O-])[OH:14].[NH4+].OO. (4) Given the product [Cl:26][C:27]1[CH:32]=[CH:31][C:30]([NH:33][C:34]([NH:23][C:22]2[CH:24]=[CH:25][C:19]([C:9]3[N:8]=[C:7]([N:1]4[CH2:2][CH2:3][O:4][CH2:5][CH2:6]4)[N:12]=[C:11]([N:13]4[CH2:18][CH2:17][O:16][CH2:15][CH2:14]4)[N:10]=3)=[CH:20][CH:21]=2)=[O:35])=[CH:29][CH:28]=1, predict the reactants needed to synthesize it. The reactants are: [N:1]1([C:7]2[N:12]=[C:11]([N:13]3[CH2:18][CH2:17][O:16][CH2:15][CH2:14]3)[N:10]=[C:9]([C:19]3[CH:25]=[CH:24][C:22]([NH2:23])=[CH:21][CH:20]=3)[N:8]=2)[CH2:6][CH2:5][O:4][CH2:3][CH2:2]1.[Cl:26][C:27]1[CH:32]=[CH:31][C:30]([N:33]=[C:34]=[O:35])=[CH:29][CH:28]=1.